Dataset: Peptide-MHC class II binding affinity with 134,281 pairs from IEDB. Task: Regression. Given a peptide amino acid sequence and an MHC pseudo amino acid sequence, predict their binding affinity value. This is MHC class II binding data. (1) The peptide sequence is AARLFKAFILDGDKL. The MHC is DRB1_0401 with pseudo-sequence DRB1_0401. The binding affinity (normalized) is 0.421. (2) The peptide sequence is RRGRIGRNPNRDGDS. The MHC is DRB1_0404 with pseudo-sequence DRB1_0404. The binding affinity (normalized) is 0.485. (3) The peptide sequence is ASAAIFGHDGTVWAQ. The MHC is HLA-DQA10102-DQB10502 with pseudo-sequence HLA-DQA10102-DQB10502. The binding affinity (normalized) is 0.0958. (4) The peptide sequence is GNALDQAISMWALVI. The MHC is DRB1_0101 with pseudo-sequence DRB1_0101. The binding affinity (normalized) is 0.216. (5) The peptide sequence is PQLTKNAGVLTCSLS. The MHC is DRB3_0202 with pseudo-sequence DRB3_0202. The binding affinity (normalized) is 0.648. (6) The peptide sequence is KPAAAATATATSAVG. The MHC is HLA-DQA10301-DQB10302 with pseudo-sequence HLA-DQA10301-DQB10302. The binding affinity (normalized) is 0.226. (7) The peptide sequence is IVALIIAIVVWTIV. The MHC is HLA-DQA10301-DQB10302 with pseudo-sequence HLA-DQA10301-DQB10302. The binding affinity (normalized) is 0.